Dataset: Catalyst prediction with 721,799 reactions and 888 catalyst types from USPTO. Task: Predict which catalyst facilitates the given reaction. (1) Reactant: [CH2:1]([O:3][C:4](=[O:18])[CH2:5][O:6][C:7]1[CH:12]=[CH:11][C:10]([CH2:13][CH2:14][CH2:15][OH:16])=[CH:9][C:8]=1I)[CH3:2].[CH3:19]B(O)O.[F-].[Cs+]. Product: [CH2:1]([O:3][C:4](=[O:18])[CH2:5][O:6][C:7]1[CH:12]=[CH:11][C:10]([CH2:13][CH2:14][CH2:15][OH:16])=[CH:9][C:8]=1[CH3:19])[CH3:2]. The catalyst class is: 12. (2) Reactant: Cl[C:2]1[C:3]2[CH2:10][CH2:9][N:8]([CH2:11][C:12]3[CH:17]=[CH:16][C:15]([O:18][CH3:19])=[CH:14][CH:13]=3)[C:4]=2[N:5]=[CH:6][N:7]=1.[C:20]([N:27]1[CH2:32][CH2:31][NH:30][CH2:29][CH2:28]1)([O:22][C:23]([CH3:26])([CH3:25])[CH3:24])=[O:21].C(O[K])(C)(C)C. Product: [C:23]([O:22][C:20]([N:27]1[CH2:32][CH2:31][N:30]([C:2]2[C:3]3[CH2:10][CH2:9][N:8]([CH2:11][C:12]4[CH:17]=[CH:16][C:15]([O:18][CH3:19])=[CH:14][CH:13]=4)[C:4]=3[N:5]=[CH:6][N:7]=2)[CH2:29][CH2:28]1)=[O:21])([CH3:26])([CH3:24])[CH3:25]. The catalyst class is: 514. (3) Reactant: [Cl:1][C:2]1[C:3]([CH2:16][O:17][CH:18]2[CH2:23][CH2:22][CH2:21][CH2:20][CH2:19]2)=[CH:4][C:5]([F:15])=[C:6]([CH:14]=1)[C:7]([O:9]C(C)(C)C)=[O:8].FC(F)(F)C(O)=O. Product: [Cl:1][C:2]1[C:3]([CH2:16][O:17][CH:18]2[CH2:23][CH2:22][CH2:21][CH2:20][CH2:19]2)=[CH:4][C:5]([F:15])=[C:6]([CH:14]=1)[C:7]([OH:9])=[O:8]. The catalyst class is: 4. (4) Reactant: [OH:1][C:2]1[CH:10]=[CH:9][C:8]([C:11]2[N:12]([C:27]([O:29][C:30]([CH3:33])([CH3:32])[CH3:31])=[O:28])[C:13]3[C:18]([CH:19]=2)=[CH:17][C:16]([CH2:20][N:21]2[CH2:26][CH2:25][CH2:24][CH2:23][CH2:22]2)=[CH:15][CH:14]=3)=[C:7]2[C:3]=1[CH2:4][NH:5][C:6]2=[O:34].C(N(CC)CC)C.[Cl:42][C:43]1[N:47]([CH3:48])[N:46]=[C:45]([CH3:49])[C:44]=1[S:50](Cl)(=[O:52])=[O:51]. Product: [CH3:48][N:47]1[C:43]([Cl:42])=[C:44]([S:50]([O:1][C:2]2[CH:10]=[CH:9][C:8]([C:11]3[N:12]([C:27]([O:29][C:30]([CH3:31])([CH3:33])[CH3:32])=[O:28])[C:13]4[C:18]([CH:19]=3)=[CH:17][C:16]([CH2:20][N:21]3[CH2:26][CH2:25][CH2:24][CH2:23][CH2:22]3)=[CH:15][CH:14]=4)=[C:7]3[C:3]=2[CH2:4][NH:5][C:6]3=[O:34])(=[O:52])=[O:51])[C:45]([CH3:49])=[N:46]1. The catalyst class is: 10. (5) Product: [CH2:43]([O:50][C:24](=[O:33])[NH:21][C@H:13]1[CH2:12][CH2:11][C@H:10]([CH2:9][NH:8][C:6]([O:5][C:1]([CH3:2])([CH3:3])[CH3:4])=[O:7])[CH2:15][CH2:14]1)[C:44]1[CH:49]=[CH:48][CH:47]=[CH:46][CH:45]=1. Reactant: [C:1]([O:5][C:6]([NH:8][CH2:9][C@H:10]1[CH2:15][CH2:14][C@H:13](C(O)=O)[CH2:12][CH2:11]1)=[O:7])([CH3:4])([CH3:3])[CH3:2].C([N:21]([CH2:24]C)CC)C.C1(P(N=[N+]=[N-])(C2C=CC=CC=2)=[O:33])C=CC=CC=1.[CH2:43]([OH:50])[C:44]1[CH:49]=[CH:48][CH:47]=[CH:46][CH:45]=1. The catalyst class is: 48. (6) Reactant: [NH2:1][C@@H:2]([CH2:16][C:17]1[CH:22]=[CH:21][CH:20]=[CH:19][CH:18]=1)[C:3]([N:5]([C:7]1[CH:15]=[CH:14][C:10]2[O:11][CH2:12][O:13][C:9]=2[CH:8]=1)[CH3:6])=[O:4].C(O)(C(F)(F)F)=O.C(N(C(C)C)CC)(C)C.[CH3:39][C:40]1[CH:45]=[CH:44][CH:43]=[CH:42][C:41]=1[S:46]([N:49]=[C:50]=[O:51])(=[O:48])=[O:47]. Product: [O:11]1[C:10]2[CH:14]=[CH:15][C:7]([N:5]([CH3:6])[C:3](=[O:4])[C@@H:2]([NH:1][C:50]([NH:49][S:46]([C:41]3[CH:42]=[CH:43][CH:44]=[CH:45][C:40]=3[CH3:39])(=[O:48])=[O:47])=[O:51])[CH2:16][C:17]3[CH:22]=[CH:21][CH:20]=[CH:19][CH:18]=3)=[CH:8][C:9]=2[O:13][CH2:12]1. The catalyst class is: 4.